From a dataset of Forward reaction prediction with 1.9M reactions from USPTO patents (1976-2016). Predict the product of the given reaction. (1) Given the reactants [CH2:1]([O:5][CH2:6][CH2:7][O:8][C:9]1[CH:14]=[CH:13][C:12]([C:15]2[CH:16]=[CH:17][C:18]3[N:24]([CH2:25][CH:26]([CH3:28])[CH3:27])[CH2:23][CH2:22][C:21]([C:29]([NH:31][C:32]4[CH:37]=[CH:36][C:35]([S:38][CH2:39][C:40]5[CH:45]=[CH:44][CH:43]=[CH:42][N:41]=5)=[C:34]([CH3:46])[CH:33]=4)=[O:30])=[CH:20][C:19]=3[CH:47]=2)=[CH:11][CH:10]=1)[CH2:2][CH2:3][CH3:4].ClC1C=CC=C(C(OO)=[O:56])C=1.S([O-])([O-])(=O)=S.[Na+].[Na+], predict the reaction product. The product is: [CH2:1]([O:5][CH2:6][CH2:7][O:8][C:9]1[CH:10]=[CH:11][C:12]([C:15]2[CH:16]=[CH:17][C:18]3[N:24]([CH2:25][CH:26]([CH3:27])[CH3:28])[CH2:23][CH2:22][C:21]([C:29]([NH:31][C:32]4[CH:37]=[CH:36][C:35]([S:38]([CH2:39][C:40]5[CH:45]=[CH:44][CH:43]=[CH:42][N:41]=5)=[O:56])=[C:34]([CH3:46])[CH:33]=4)=[O:30])=[CH:20][C:19]=3[CH:47]=2)=[CH:13][CH:14]=1)[CH2:2][CH2:3][CH3:4]. (2) Given the reactants [CH3:1][C:2]1[CH:6]=[C:5]([C:7]2[CH:17]=[CH:16][C:10]3[O:11][CH2:12][C:13](=[O:15])[NH:14][C:9]=3[CH:8]=2)[N:4]([CH2:18][C:19]([F:22])([F:21])[F:20])[N:3]=1.[I:23]N1C(=O)CCC1=O, predict the reaction product. The product is: [I:23][C:6]1[C:2]([CH3:1])=[N:3][N:4]([CH2:18][C:19]([F:22])([F:20])[F:21])[C:5]=1[C:7]1[CH:17]=[CH:16][C:10]2[O:11][CH2:12][C:13](=[O:15])[NH:14][C:9]=2[CH:8]=1. (3) Given the reactants [CH2:1]([O:8][C:9]([C:11]1[CH:16]=[CH:15][C:14]([CH2:17][CH2:18][C:19]2[C:23]3[C:24]([OH:28])=[CH:25][CH:26]=[CH:27][C:22]=3[O:21][CH:20]=2)=[CH:13][CH:12]=1)=[O:10])[C:2]1[CH:7]=[CH:6][CH:5]=[CH:4][CH:3]=1.[C:29]([O:32][C@@H:33]1[C@@H:45]([O:46][C:47](=[O:49])[CH3:48])[C@H:44]([O:50][C:51](=[O:53])[CH3:52])[C@@H:43]([CH2:54][O:55][C:56](=[O:58])[CH3:57])[O:42][C@@H:34]1OC(=N)C(Cl)(Cl)Cl)(=[O:31])[CH3:30].C(=O)([O-])O.[Na+], predict the reaction product. The product is: [C:29]([O:32][C@@H:33]1[C@@H:45]([O:46][C:47](=[O:49])[CH3:48])[C@H:44]([O:50][C:51](=[O:53])[CH3:52])[C@@H:43]([CH2:54][O:55][C:56](=[O:58])[CH3:57])[O:42][C@H:34]1[O:28][C:24]1[C:23]2[C:19]([CH2:18][CH2:17][C:14]3[CH:15]=[CH:16][C:11]([C:9]([O:8][CH2:1][C:2]4[CH:3]=[CH:4][CH:5]=[CH:6][CH:7]=4)=[O:10])=[CH:12][CH:13]=3)=[CH:20][O:21][C:22]=2[CH:27]=[CH:26][CH:25]=1)(=[O:31])[CH3:30]. (4) The product is: [C:23]([C:25]1[CH:26]=[C:27]([NH:31][CH:32]([C:36]2[CH:41]=[CH:40][CH:39]=[CH:38][CH:37]=2)[C:33]([NH:15][C:13]2[CH:12]=[CH:11][C:10]([N:16]3[CH2:20][CH2:19][CH2:18][S:17]3(=[O:22])=[O:21])=[C:9]([CH3:8])[CH:14]=2)=[O:34])[CH:28]=[CH:29][CH:30]=1)#[N:24]. Given the reactants CN1CCOCC1.[CH3:8][C:9]1[CH:14]=[C:13]([NH2:15])[CH:12]=[CH:11][C:10]=1[N:16]1[CH2:20][CH2:19][CH2:18][S:17]1(=[O:22])=[O:21].[C:23]([C:25]1[CH:26]=[C:27]([NH:31][CH:32]([C:36]2[CH:41]=[CH:40][CH:39]=[CH:38][CH:37]=2)[C:33](O)=[O:34])[CH:28]=[CH:29][CH:30]=1)#[N:24].Cl.CN(C)CCCN=C=NCC.O.OC1C2N=NNC=2C=CC=1, predict the reaction product. (5) Given the reactants O=[C:2]1[CH2:11][N:10]2[C@H:12]3[CH2:17][CH2:16][N:15](C(OCC)=O)[CH2:14][C@H:13]3[C:8]3[C:9]2=[C:4]([CH:5]=[CH:6][CH:7]=3)[NH:3]1.[CH2:23](I)[CH3:24], predict the reaction product. The product is: [CH2:23]([N:3]1[C:4]2[CH:5]=[CH:6][CH:7]=[C:8]3[C@@H:13]4[CH2:14][NH:15][CH2:16][CH2:17][C@@H:12]4[N:10]([C:9]=23)[CH2:11][CH2:2]1)[CH3:24]. (6) Given the reactants [Cl-].[Cl-].[Cl-].[Al+3].[N-:5]=[N+:6]=[N-:7].[Na+].[N+:9]([C:12]1[C:13]([CH3:21])=[C:14]([CH:18]=[CH:19][CH:20]=1)C(Cl)=O)([O-:11])=[O:10].[N:22]([O-])=O.[Na+].Cl.[O:27]1[CH2:31]CCC1, predict the reaction product. The product is: [CH3:21][C:13]1[C:12]([N+:9]([O-:11])=[O:10])=[CH:20][CH:19]=[CH:18][C:14]=1[N:5]1[C:31](=[O:27])[NH:22][N:7]=[N:6]1.